Dataset: Full USPTO retrosynthesis dataset with 1.9M reactions from patents (1976-2016). Task: Predict the reactants needed to synthesize the given product. (1) The reactants are: Cl[C:2]1[C:3]2[S:10][CH:9]=[CH:8][C:4]=2[N:5]=[CH:6][N:7]=1.[NH2:11][C:12]1[CH:13]=[C:14](B(O)O)[CH:15]=[CH:16][CH:17]=1. Given the product [N:5]1[C:4]2[CH:8]=[CH:9][S:10][C:3]=2[C:2]([C:16]2[CH:17]=[C:12]([NH2:11])[CH:13]=[CH:14][CH:15]=2)=[N:7][CH:6]=1, predict the reactants needed to synthesize it. (2) Given the product [C:6]([C:5]1[CH:4]=[CH:3][C:2]([NH:1][C:23](=[O:24])[C:22]2[CH:26]=[CH:27][C:19]([CH2:16][CH2:17][CH3:18])=[CH:20][CH:21]=2)=[CH:15][CH:14]=1)(=[O:7])[C:8]1[CH:13]=[CH:12][CH:11]=[CH:10][CH:9]=1, predict the reactants needed to synthesize it. The reactants are: [NH2:1][C:2]1[CH:15]=[CH:14][C:5]([C:6]([C:8]2[CH:13]=[CH:12][CH:11]=[CH:10][CH:9]=2)=[O:7])=[CH:4][CH:3]=1.[CH2:16]([C:19]1[CH:27]=[CH:26][C:22]([C:23](Cl)=[O:24])=[CH:21][CH:20]=1)[CH2:17][CH3:18].C(N(CC)CC)C. (3) Given the product [Br:1][C:2]1[CH:19]([C:21]2[CH:26]=[CH:25][C:24]([O:27][CH2:28][CH2:29][N:30]3[CH2:31][CH:32]([CH2:34][F:35])[CH2:33]3)=[CH:23][CH:22]=2)[O:20][C:6]2[C:5]([C:3]=1[CH3:4])=[CH:10][C:9]([OH:11])=[CH:8][CH:7]=2, predict the reactants needed to synthesize it. The reactants are: [Br:1][C:2]([CH:19]([C:21]1[CH:26]=[CH:25][C:24]([O:27][CH2:28][CH2:29][N:30]2[CH2:33][CH:32]([CH2:34][F:35])[CH2:31]2)=[CH:23][CH:22]=1)[OH:20])=[C:3]([C:5]1[CH:10]=[C:9]([O:11]C2CCCCO2)[CH:8]=[CH:7][C:6]=1O)[CH3:4].Cl.